Dataset: Reaction yield outcomes from USPTO patents with 853,638 reactions. Task: Predict the reaction yield, written as a fraction of the theoretical maximum amount of product (1.0 means a 100% yield; for example, 0.34 means a 34% yield). (1) The product is [CH2:1]([P:3]([CH2:10][CH2:11][CH2:12][NH2:13])(=[O:4])[OH:9])[CH3:2]. The reactants are [CH2:1]([P:3]([CH2:10][CH2:11][CH2:12][NH2:13])(=[O:9])[O:4]CCCC)[CH3:2].O. The catalyst is C(O)CCC.O. The yield is 0.980. (2) The reactants are [CH3:1][C:2]1[O:3][C:4]([CH3:10])=[C:5]([C:7]([OH:9])=O)[N:6]=1.[NH2:11][C@@H:12]([CH3:28])[CH2:13][N:14]1[CH:18]=[CH:17][C:16]([C:19]2[CH:26]=[CH:25][C:22]([C:23]#[N:24])=[C:21]([Cl:27])[CH:20]=2)=[N:15]1. No catalyst specified. The product is [Cl:27][C:21]1[CH:20]=[C:19]([C:16]2[CH:17]=[CH:18][N:14]([CH2:13][C@@H:12]([NH:11][C:7]([C:5]3[N:6]=[C:2]([CH3:1])[O:3][C:4]=3[CH3:10])=[O:9])[CH3:28])[N:15]=2)[CH:26]=[CH:25][C:22]=1[C:23]#[N:24]. The yield is 0.647. (3) The reactants are [OH:1][C:2]1[CH:11]=[CH:10][C:9]2[C:4](=[CH:5][C:6]([OH:12])=[CH:7][CH:8]=2)[CH:3]=1.[CH3:13][C:14]([CH3:18])=[CH:15][CH:16]=O.N1C=CC=CC=1. The catalyst is C(OCC)C. The product is [CH3:13][C:14]1([CH3:18])[O:1][C:2]2[CH:11]=[CH:10][C:9]3[C:4]([C:3]=2[CH:16]=[CH:15]1)=[CH:5][C:6]([OH:12])=[CH:7][CH:8]=3. The yield is 0.920. (4) The reactants are [CH2:1]([NH3+:7])[C@H:2]([OH:6])[C:3]([O-:5])=[O:4].CN1CCOCC1.[CH3:15][C:16]([O:19][C:20](O[C:20]([O:19][C:16]([CH3:18])([CH3:17])[CH3:15])=[O:21])=[O:21])([CH3:18])[CH3:17].NCC(O)=O.C([O-])(O)=O.[Na+]. The catalyst is O1CCOCC1.O. The product is [C:20]([NH:7][CH2:1][C@H:2]([OH:6])[C:3]([OH:5])=[O:4])([O:19][C:16]([CH3:18])([CH3:17])[CH3:15])=[O:21]. The yield is 0.815. (5) The reactants are [CH2:1]([C:8]1[S:12][C:11](Cl)=[N:10][C:9]=1[C:14]1[CH:19]=[CH:18][C:17]([O:20][CH3:21])=[CH:16][CH:15]=1)[C:2]1[CH:7]=[CH:6][CH:5]=[CH:4][CH:3]=1.O[Li].O.[NH:25]1[CH2:30][CH2:29][O:28][CH2:27][CH2:26]1.CN(C=O)C. The catalyst is O. The product is [CH2:1]([C:8]1[S:12][C:11]([N:25]2[CH2:30][CH2:29][O:28][CH2:27][CH2:26]2)=[N:10][C:9]=1[C:14]1[CH:19]=[CH:18][C:17]([O:20][CH3:21])=[CH:16][CH:15]=1)[C:2]1[CH:7]=[CH:6][CH:5]=[CH:4][CH:3]=1. The yield is 0.629. (6) The reactants are [Cl:1][C:2]1[CH:10]=[C:9]2[C:5]([C:6]([CH:11]3[CH2:16][CH2:15][NH:14][CH2:13][CH2:12]3)=[CH:7][NH:8]2)=[CH:4][CH:3]=1.[C:17](O[C:17]([O:19][C:20]([CH3:23])([CH3:22])[CH3:21])=[O:18])([O:19][C:20]([CH3:23])([CH3:22])[CH3:21])=[O:18]. The catalyst is CN(C=O)C.CCOC(C)=O. The product is [C:20]([O:19][C:17]([N:14]1[CH2:15][CH2:16][CH:11]([C:6]2[C:5]3[C:9](=[CH:10][C:2]([Cl:1])=[CH:3][CH:4]=3)[NH:8][CH:7]=2)[CH2:12][CH2:13]1)=[O:18])([CH3:23])([CH3:22])[CH3:21]. The yield is 0.640.